Dataset: Reaction yield outcomes from USPTO patents with 853,638 reactions. Task: Predict the reaction yield, written as a fraction of the theoretical maximum amount of product (1.0 means a 100% yield; for example, 0.34 means a 34% yield). (1) The reactants are [Br:1][C:2]1[N:3]=[C:4]([NH:9][CH:10]2[CH2:15][CH2:14][O:13][CH2:12][CH2:11]2)[C:5]([NH2:8])=[N:6][CH:7]=1.[C:16](N1C=CN=C1)(N1C=CN=C1)=[O:17]. The catalyst is O1CCCC1. The product is [Br:1][C:2]1[N:3]=[C:4]2[N:9]([CH:10]3[CH2:15][CH2:14][O:13][CH2:12][CH2:11]3)[C:16](=[O:17])[NH:8][C:5]2=[N:6][CH:7]=1. The yield is 0.640. (2) The yield is 0.0100. The reactants are Cl[CH2:2][C:3]1[N:4]=[C:5]2[S:12][CH:11]=[C:10]([CH3:13])[N:6]2[C:7](=[O:9])[CH:8]=1.ClCC1N(C)N=C(C)N=1.[Cl:23][C:24]1[CH:25]=[C:26]([CH2:35][CH2:36][C:37]2([CH:45]3[CH2:49][CH2:48][CH2:47][CH2:46]3)[O:42][C:41](=[O:43])[CH2:40][C:39](=[O:44])[CH2:38]2)[CH:27]=[CH:28][C:29]=1[O:30][CH2:31][CH:32]1[CH2:34][CH2:33]1. The product is [Cl:23][C:24]1[CH:25]=[C:26]([CH2:35][CH2:36][C:37]2([CH:45]3[CH2:49][CH2:48][CH2:47][CH2:46]3)[O:42][C:41](=[O:43])[C:40]([CH2:2][C:3]3[N:4]=[C:5]4[S:12][CH:11]=[C:10]([CH3:13])[N:6]4[C:7](=[O:9])[CH:8]=3)=[C:39]([OH:44])[CH2:38]2)[CH:27]=[CH:28][C:29]=1[O:30][CH2:31][CH:32]1[CH2:34][CH2:33]1. The catalyst is O. (3) The reactants are C([O:8][C:9]1[C:14](=[O:15])[C:13]([CH2:16][C:17]([F:20])([F:19])[F:18])=[CH:12][N:11]([CH3:21])[C:10]=1[CH3:22])C1C=CC=CC=1.[H][H]. The catalyst is CO.[Pd]. The product is [OH:8][C:9]1[C:14](=[O:15])[C:13]([CH2:16][C:17]([F:20])([F:18])[F:19])=[CH:12][N:11]([CH3:21])[C:10]=1[CH3:22]. The yield is 0.690. (4) The reactants are [NH2:1][C:2]1[CH:7]=[CH:6][C:5]([NH2:8])=[CH:4][C:3]=1[S:9]([NH2:12])(=[O:11])=[O:10].[C:13](O[C:13]([O:15][C:16]([CH3:19])([CH3:18])[CH3:17])=[O:14])([O:15][C:16]([CH3:19])([CH3:18])[CH3:17])=[O:14]. The catalyst is O1CCCC1. The product is [NH2:1][C:2]1[CH:7]=[CH:6][C:5]([NH:8][C:13](=[O:14])[O:15][C:16]([CH3:19])([CH3:18])[CH3:17])=[CH:4][C:3]=1[S:9]([NH2:12])(=[O:10])=[O:11]. The yield is 0.780.